This data is from Reaction yield outcomes from USPTO patents with 853,638 reactions. The task is: Predict the reaction yield, written as a fraction of the theoretical maximum amount of product (1.0 means a 100% yield; for example, 0.34 means a 34% yield). (1) The reactants are C(OC(=O)[NH:7][CH:8]([C:12](=[O:23])[NH:13][C:14]1[S:15][C:16]([C:19]([CH3:22])([CH3:21])[CH3:20])=[N:17][N:18]=1)[CH2:9][CH2:10][CH3:11])(C)(C)C.Cl. The catalyst is O1CCOCC1. The product is [C:19]([C:16]1[S:15][C:14]([NH:13][C:12](=[O:23])[CH:8]([NH2:7])[CH2:9][CH2:10][CH3:11])=[N:18][N:17]=1)([CH3:21])([CH3:20])[CH3:22]. The yield is 0.930. (2) The reactants are Cl[C:2]1[CH:11]=[CH:10][C:5]([C:6]([O:8][CH3:9])=[O:7])=[C:4]([N+:12]([O-:14])=[O:13])[CH:3]=1.[CH3:15][O:16][C:17]1[CH:22]=[CH:21][C:20](B(O)O)=[CH:19][CH:18]=1.[F-].[Cs+].O. The catalyst is C(OCC)(=O)C.C1CCC(P(C2CCCCC2)C2CCCCC2)CC1.C1CCC(P(C2CCCCC2)C2CCCCC2)CC1.Cl[Pd]Cl.CCCCCC.C(OCC)(=O)C.C(#N)C. The product is [CH3:15][O:16][C:17]1[CH:22]=[CH:21][C:20]([C:2]2[CH:11]=[CH:10][C:5]([C:6]([O:8][CH3:9])=[O:7])=[C:4]([N+:12]([O-:14])=[O:13])[CH:3]=2)=[CH:19][CH:18]=1. The yield is 0.770. (3) The reactants are C([O:8][C:9]1[C:10]([F:27])=[C:11]([C:16]2[N:21]=[C:20]([C:22]([O:24][CH3:25])=[O:23])[CH:19]=[CH:18][C:17]=2[F:26])[C:12]([F:15])=[CH:13][CH:14]=1)C1C=CC=CC=1. The catalyst is CO.C(OCC)(=O)C.[Pd]. The product is [F:27][C:10]1[C:9]([OH:8])=[CH:14][CH:13]=[C:12]([F:15])[C:11]=1[C:16]1[N:21]=[C:20]([C:22]([O:24][CH3:25])=[O:23])[CH:19]=[CH:18][C:17]=1[F:26]. The yield is 0.860. (4) The reactants are C(OC([N:8]1[CH2:13][CH:12]=[C:11]([C:14]2[C:22]3[S:21][C:20]([NH:23][C:24]([O:26][CH3:27])=[O:25])=[N:19][C:18]=3[C:17]([O:28][CH3:29])=[CH:16][CH:15]=2)[CH2:10][CH2:9]1)=O)(C)(C)C. The catalyst is Cl.CO. The product is [CH3:27][O:26][C:24](=[O:25])[NH:23][C:20]1[S:21][C:22]2[C:14]([C:11]3[CH2:12][CH2:13][NH:8][CH2:9][CH:10]=3)=[CH:15][CH:16]=[C:17]([O:28][CH3:29])[C:18]=2[N:19]=1. The yield is 0.180. (5) The reactants are [I-].[NH2:2][N+:3]1[CH:8]=[CH:7][CH:6]=[CH:5][CH:4]=1.C(=O)([O-])[O-].[K+].[K+].[CH2:15]([O:17][C:18](=[O:23])[C:19]#[C:20][CH2:21][CH3:22])[CH3:16]. The catalyst is CN(C)C=O. The product is [CH2:15]([O:17][C:18]([C:19]1[C:20]([CH2:21][CH3:22])=[N:2][N:3]2[CH:8]=[CH:7][CH:6]=[CH:5][C:4]=12)=[O:23])[CH3:16]. The yield is 0.550. (6) The catalyst is O1CCOCC1.CO.C1C=CC(P(C2C=CC=CC=2)[C-]2C=CC=C2)=CC=1.C1C=CC(P(C2C=CC=CC=2)[C-]2C=CC=C2)=CC=1.Cl[Pd]Cl.[Fe+2].C(Cl)Cl. The yield is 0.650. The product is [O:40]1[C:36]2[CH:35]=[CH:34][C:33]([C:2]3[CH:3]=[CH:4][C:5]([S:8]([N:11]4[CH2:12][CH2:13][C:14]5([O:19][CH2:18][C:17](=[O:20])[N:16]([CH2:21][CH3:22])[CH2:15]5)[CH2:23][CH2:24]4)(=[O:10])=[O:9])=[CH:6][CH:7]=3)=[CH:41][C:37]=2[CH:38]=[CH:39]1. The reactants are Br[C:2]1[CH:7]=[CH:6][C:5]([S:8]([N:11]2[CH2:24][CH2:23][C:14]3([O:19][CH2:18][C:17](=[O:20])[N:16]([CH2:21][CH3:22])[CH2:15]3)[CH2:13][CH2:12]2)(=[O:10])=[O:9])=[CH:4][CH:3]=1.CC1(C)C(C)(C)OB([C:33]2[CH:34]=[CH:35][C:36]3[O:40][CH:39]=[CH:38][C:37]=3[CH:41]=2)O1.C(=O)([O-])[O-].[K+].[K+]. (7) The reactants are [C:1]1([C:7]2([C:13]#[N:14])[CH2:12][CH2:11]N[CH2:9][CH2:8]2)[CH:6]=[CH:5][CH:4]=[CH:3][CH:2]=1.[CH:15]1(P(C2CCCCC2)C2C=CC=CC=2C2C=CC=CC=2N(C)C)CCCCC1.CC(C)([O-])C.[Na+].Cl[C:50]1[N:55]=[CH:54][C:53]([NH:56][C:57]([C:59]2[N:60]=[C:61]([C:68]3[CH:73]=[CH:72][CH:71]=[CH:70][CH:69]=3)[O:62][C:63]=2[C:64]([F:67])([F:66])[F:65])=[O:58])=[CH:52][CH:51]=1. The catalyst is C1(C)C=CC=CC=1.C1C=CC(/C=C/C(/C=C/C2C=CC=CC=2)=O)=CC=1.C1C=CC(/C=C/C(/C=C/C2C=CC=CC=2)=O)=CC=1.[Pd].CCOC(C)=O. The product is [C:13]([C:7]1([C:1]2[CH:6]=[CH:5][CH:4]=[CH:3][CH:2]=2)[CH2:12][CH2:11][CH:15]([C:50]2[N:55]=[CH:54][C:53]([NH:56][C:57]([C:59]3[N:60]=[C:61]([C:68]4[CH:73]=[CH:72][CH:71]=[CH:70][CH:69]=4)[O:62][C:63]=3[C:64]([F:67])([F:66])[F:65])=[O:58])=[CH:52][CH:51]=2)[CH2:9][CH2:8]1)#[N:14]. The yield is 0.450. (8) The reactants are Br[C:2]1[CH:3]=[N:4][CH:5]=[CH:6][CH:7]=1.[O:8]=[C:9]1[C@@H:16]2[C@@H:12]([CH2:13][N:14]([C:17]([O:19][C:20]([CH3:23])([CH3:22])[CH3:21])=[O:18])[CH2:15]2)[CH2:11][CH2:10]1. No catalyst specified. The product is [C:20]([O:19][C:17]([N:14]1[CH2:15][CH:16]2[C:9]([OH:8])([C:2]3[CH:3]=[N:4][CH:5]=[CH:6][CH:7]=3)[CH2:10][CH2:11][CH:12]2[CH2:13]1)=[O:18])([CH3:23])([CH3:21])[CH3:22]. The yield is 0.270. (9) The reactants are [NH2:1][C:2]1[O:6][N:5]=[C:4]([C:7]([CH3:10])([CH3:9])[CH3:8])[CH:3]=1.[CH3:11][C:12]([O:15][C:16](O[C:16]([O:15][C:12]([CH3:14])([CH3:13])[CH3:11])=[O:17])=[O:17])([CH3:14])[CH3:13].[OH2:26]. The catalyst is ClCCl.CN(C1C=CN=CC=1)C.CC(OC(OC(OC(C)(C)C)=O)=O)(C)C. The yield is 0.960. The product is [CH3:8][C:7]([C:4]1[CH:3]=[C:2]([N:1]([C:16]([O:15][C:12]([CH3:14])([CH3:13])[CH3:11])=[O:17])[C:16]([O:15][C:12]([CH3:14])([CH3:13])[CH3:11])=[O:26])[O:6][N:5]=1)([CH3:10])[CH3:9]. (10) The reactants are [C:1]([C:3]1[CH:8]=[CH:7][C:6]([C:9]2[C:14]([S:15][C:16]([CH3:23])([CH3:22])[C:17]([O:19]CC)=[O:18])=[CH:13][CH:12]=[CH:11][N:10]=2)=[CH:5][CH:4]=1)#[N:2].[OH-].[Na+]. The catalyst is CO. The product is [C:1]([C:3]1[CH:8]=[CH:7][C:6]([C:9]2[C:14]([S:15][C:16]([CH3:23])([CH3:22])[C:17]([OH:19])=[O:18])=[CH:13][CH:12]=[CH:11][N:10]=2)=[CH:5][CH:4]=1)#[N:2]. The yield is 0.960.